Dataset: Full USPTO retrosynthesis dataset with 1.9M reactions from patents (1976-2016). Task: Predict the reactants needed to synthesize the given product. (1) The reactants are: [CH2:1]([N:3]1[CH2:7][CH2:6][C@@H:5]([N:8]([CH2:15][CH2:16][C:17]2[CH:22]=[C:21]([F:23])[CH:20]=[CH:19][C:18]=2[S:24]([NH:27][C:28]2[C:37]([C:38]([O:40]C)=[O:39])=[C:36]3[C:31]([C@H:32]4[CH2:42][C@H:33]4[CH2:34][O:35]3)=[CH:30][CH:29]=2)(=[O:26])=[O:25])C(=O)C(F)(F)F)[CH2:4]1)[CH3:2].[OH-].[Li+]. Given the product [CH2:1]([N:3]1[CH2:7][CH2:6][C@@H:5]([NH:8][CH2:15][CH2:16][C:17]2[CH:22]=[C:21]([F:23])[CH:20]=[CH:19][C:18]=2[S:24]([NH:27][C:28]2[C:37]([C:38]([OH:40])=[O:39])=[C:36]3[C:31]([C@H:32]4[CH2:42][C@H:33]4[CH2:34][O:35]3)=[CH:30][CH:29]=2)(=[O:26])=[O:25])[CH2:4]1)[CH3:2].[CH:38]([OH:40])=[O:39], predict the reactants needed to synthesize it. (2) Given the product [NH:4]1[C:12]2[C:7](=[CH:8][C:9]([C:13]3[NH:14][C:15]4[N:16]([N:20]=[C:21]([C:23]5[CH:28]=[CH:27][CH:26]=[CH:25][N:24]=5)[N:22]=4)[C:17](=[O:19])[CH:18]=3)=[CH:10][CH:11]=2)[CH:6]=[N:5]1, predict the reactants needed to synthesize it. The reactants are: C([N:4]1[C:12]2[C:7](=[CH:8][C:9]([C:13]3[NH:14][C:15]4[N:16]([N:20]=[C:21]([C:23]5[CH:28]=[CH:27][CH:26]=[CH:25][N:24]=5)[N:22]=4)[C:17](=[O:19])[CH:18]=3)=[CH:10][CH:11]=2)[CH:6]=[N:5]1)(=O)C.C(=O)([O-])[O-].[K+].[K+]. (3) Given the product [CH3:12][O:13][C:14]1[CH:15]=[CH:16][C:17]([OH:23])=[C:18]([C:19]2[O:1][N:2]=[C:3]([C:5]3[C:10]([CH3:11])=[CH:9][CH:8]=[CH:7][N:6]=3)[N:4]=2)[CH:22]=1, predict the reactants needed to synthesize it. The reactants are: [OH:1][NH:2][C:3]([C:5]1[C:10]([CH3:11])=[CH:9][CH:8]=[CH:7][N:6]=1)=[NH:4].[CH3:12][O:13][C:14]1[CH:22]=[C:18]([C:19](O)=O)[C:17]([OH:23])=[CH:16][CH:15]=1. (4) Given the product [C:2]1([CH:8]2[CH2:9][CH2:10][N:11]([CH2:14][C:16]3[CH:31]=[CH:30][C:19]([O:20][C:21]4[CH:29]=[CH:28][C:24]([C:25]([NH2:27])=[O:26])=[CH:23][N:22]=4)=[CH:18][CH:17]=3)[CH2:12][CH2:13]2)[CH:7]=[CH:6][CH:5]=[CH:4][CH:3]=1, predict the reactants needed to synthesize it. The reactants are: Cl.[C:2]1([CH:8]2[CH2:13][CH2:12][NH:11][CH2:10][CH2:9]2)[CH:7]=[CH:6][CH:5]=[CH:4][CH:3]=1.[CH:14]([C:16]1[CH:31]=[CH:30][C:19]([O:20][C:21]2[CH:29]=[CH:28][C:24]([C:25]([NH2:27])=[O:26])=[CH:23][N:22]=2)=[CH:18][CH:17]=1)=O.C(O[BH-](OC(=O)C)OC(=O)C)(=O)C.[Na+].C(O)(=O)C. (5) Given the product [CH2:2]1[CH:1]([NH:4][C:5]2[C:6]3[N:7]=[CH:8][N:9]([C@H:20]4[CH:21]=[CH:22][C@@H:23]([CH2:25][OH:26])[CH2:24]4)[C:10]=3[N:11]=[C:12]([NH2:14])[N:13]=2)[CH2:3]1.[CH2:2]1[CH:1]([NH:4][C:5]2[C:6]3[N:7]=[CH:8][N:9]([C@H:20]4[CH:21]=[CH:22][C@@H:23]([CH2:25][OH:26])[CH2:24]4)[C:10]=3[N:11]=[C:12]([NH2:14])[N:13]=2)[CH2:3]1.[OH:38][S:36]([OH:39])(=[O:37])=[O:35], predict the reactants needed to synthesize it. The reactants are: [CH:1]1([NH:4][C:5]2[N:13]=[C:12]([NH:14]C(=O)C(C)C)[N:11]=[C:10]3[C:6]=2[N:7]=[CH:8][N:9]3[C@@H:20]2[CH2:24][C@H:23]([CH2:25][OH:26])[CH:22]=[CH:21]2)[CH2:3][CH2:2]1.[OH-].[Na+].COC(C)(C)C.[OH:35][S:36]([OH:39])(=[O:38])=[O:37]. (6) Given the product [O:12]1[CH2:13][CH2:14][O:15][CH:11]1[C:3]1[O:4][C:5]2[CH:10]=[CH:9][CH:8]=[CH:7][C:6]=2[C:2]=1[CH:19]=[O:20], predict the reactants needed to synthesize it. The reactants are: Br[C:2]1[C:6]2[CH:7]=[CH:8][CH:9]=[CH:10][C:5]=2[O:4][C:3]=1[CH:11]1[O:15][CH2:14][CH2:13][O:12]1.CN([CH:19]=[O:20])C.O.O.C(O)(=O)C(O)=O.